Dataset: Full USPTO retrosynthesis dataset with 1.9M reactions from patents (1976-2016). Task: Predict the reactants needed to synthesize the given product. (1) The reactants are: O[C:2]1[C:3]2[S:10][CH:9]=[C:8]([C:11]([O:13][CH3:14])=[O:12])[C:4]=2[N:5]=[CH:6][N:7]=1.P(Cl)(Cl)([Cl:17])=O. Given the product [Cl:17][C:2]1[C:3]2[S:10][CH:9]=[C:8]([C:11]([O:13][CH3:14])=[O:12])[C:4]=2[N:5]=[CH:6][N:7]=1, predict the reactants needed to synthesize it. (2) Given the product [C:1]1([S:7]([N:10]2[CH2:14][CH:13]([C:15]3[CH:20]=[CH:19][C:18]([C:38]4[CH:37]=[CH:36][CH:35]=[C:34]([NH:33][S:30]([CH3:29])(=[O:31])=[O:32])[CH:39]=4)=[CH:17][CH:16]=3)[N:12]([C:22]3[CH:27]=[CH:26][CH:25]=[CH:24][CH:23]=3)[C:11]2=[O:28])(=[O:9])=[O:8])[CH:6]=[CH:5][CH:4]=[CH:3][CH:2]=1, predict the reactants needed to synthesize it. The reactants are: [C:1]1([S:7]([N:10]2[CH2:14][CH:13]([C:15]3[CH:20]=[CH:19][C:18](Br)=[CH:17][CH:16]=3)[N:12]([C:22]3[CH:27]=[CH:26][CH:25]=[CH:24][CH:23]=3)[C:11]2=[O:28])(=[O:9])=[O:8])[CH:6]=[CH:5][CH:4]=[CH:3][CH:2]=1.[CH3:29][S:30]([NH:33][C:34]1[CH:35]=[C:36](B(O)O)[CH:37]=[CH:38][CH:39]=1)(=[O:32])=[O:31].C(=O)([O-])[O-].[Na+].[Na+]. (3) Given the product [C:6]1([C:12]2[S:13][C:14]([B:17]([OH:20])[OH:18])=[CH:15][CH:16]=2)[CH:7]=[CH:8][CH:9]=[CH:10][CH:11]=1, predict the reactants needed to synthesize it. The reactants are: C([Li])CCC.[C:6]1([C:12]2[S:13][CH:14]=[CH:15][CH:16]=2)[CH:11]=[CH:10][CH:9]=[CH:8][CH:7]=1.[B:17](OC)([O:20]C)[O:18]C.Cl. (4) Given the product [CH3:17][C:15]1[CH:14]=[CH:13][C:11]2[N:12]=[C:8]([C:5]3[CH:4]=[CH:3][C:2]([NH:1][S:24]([C:21]4[CH:22]=[CH:23][C:18]([CH3:28])=[CH:19][CH:20]=4)(=[O:26])=[O:25])=[CH:7][CH:6]=3)[S:9][C:10]=2[CH:16]=1, predict the reactants needed to synthesize it. The reactants are: [NH2:1][C:2]1[CH:7]=[CH:6][C:5]([C:8]2[S:9][C:10]3[CH:16]=[C:15]([CH3:17])[CH:14]=[CH:13][C:11]=3[N:12]=2)=[CH:4][CH:3]=1.[C:18]1([CH3:28])[CH:23]=[CH:22][C:21]([S:24](Cl)(=[O:26])=[O:25])=[CH:20][CH:19]=1.O. (5) Given the product [N:10]1[CH:9]=[CH:8][N:6]2[CH:7]=[CH:2][CH:3]=[CH:4][C:5]=12, predict the reactants needed to synthesize it. The reactants are: I[C:2]1[CH:3]=[CH:4][C:5]2[N:6]([CH:8]=[CH:9][N:10]=2)[CH:7]=1.C(N(CC)CC)C.CCCC[Sn](CCCC)CCCC.CCCC[Sn](CCCC)CCCC. (6) The reactants are: [C:1]([C:3]1[CH:4]=[C:5]([CH3:10])[CH:6]=[CH:7][C:8]=1[F:9])#[N:2].[Br:11]N1C(=O)CCC1=O. Given the product [C:1]([C:3]1[CH:4]=[C:5]([CH:6]=[CH:7][C:8]=1[F:9])[CH2:10][Br:11])#[N:2], predict the reactants needed to synthesize it. (7) Given the product [CH3:1][C:2]([CH3:21])([CH3:20])[C:3]([C:5]1[N:9]([CH2:10][C:11]([N:35]([CH2:36][CH2:37][CH3:38])[CH2:32][CH2:33][CH3:34])=[O:12])[C:8]2[CH:14]=[C:15]([O:18][CH3:19])[CH:16]=[CH:17][C:7]=2[N:6]=1)=[O:4], predict the reactants needed to synthesize it. The reactants are: [CH3:1][C:2]([CH3:21])([CH3:20])[C:3]([C:5]1[N:9]([CH2:10][C:11](O)=[O:12])[C:8]2[CH:14]=[C:15]([O:18][CH3:19])[CH:16]=[CH:17][C:7]=2[N:6]=1)=[O:4].C1C=CC2N(O)N=NC=2C=1.[CH2:32]([NH:35][CH2:36][CH2:37][CH3:38])[CH2:33][CH3:34].CCN(C(C)C)C(C)C.